This data is from Forward reaction prediction with 1.9M reactions from USPTO patents (1976-2016). The task is: Predict the product of the given reaction. (1) The product is: [CH3:1][C:2]1[CH:7]=[C:6]([N+:8]([O-:10])=[O:9])[CH:5]=[CH:4][C:3]=1[N:11]=[C:12]1[S:16][CH2:15][C:14]2([CH2:17][CH2:18][CH2:19][CH2:20][CH2:21]2)[N:13]1[CH2:22][CH:23]([CH3:25])[CH3:24]. Given the reactants [CH3:1][C:2]1[CH:7]=[C:6]([N+:8]([O-:10])=[O:9])[CH:5]=[CH:4][C:3]=1[N:11]=[C:12]1[S:16][CH2:15][C:14]2([CH2:21][CH2:20][CH2:19][CH2:18][CH2:17]2)[NH:13]1.[CH2:22](Br)[CH:23]([CH3:25])[CH3:24], predict the reaction product. (2) The product is: [F:48][C:2]1[CH:30]=[CH:29][C:5]([O:6][CH:7]2[CH2:10][N:9]([CH2:11][CH2:12][C@H:13]([NH:16][C:17]([NH:19][C:20]3[N:21]([CH3:28])[N:22]=[C:23]([CH:25]4[CH2:27][CH2:26]4)[CH:24]=3)=[O:18])[CH2:14][OH:15])[CH2:8]2)=[CH:4][CH:3]=1. Given the reactants Cl[C:2]1[CH:30]=[CH:29][C:5]([O:6][CH:7]2[CH2:10][N:9]([CH2:11][CH2:12][C@H:13]([NH:16][C:17]([NH:19][C:20]3[N:21]([CH3:28])[N:22]=[C:23]([CH:25]4[CH2:27][CH2:26]4)[CH:24]=3)=[O:18])[CH2:14][OH:15])[CH2:8]2)=[CH:4][CH:3]=1.N[C@@H](CCN1CC(OC2C=CC([F:48])=CC=2)C1)CO, predict the reaction product. (3) Given the reactants [Br:1][C:2]1[CH:3]=[C:4]2[C:9](=[CH:10][CH:11]=1)[N:8]=[CH:7][C:6]([C:12](=[O:14])[CH3:13])=[C:5]2Cl.[CH3:16][N:17]1[CH2:22][CH2:21][CH:20]([N:23]2[CH:27]=[C:26]([NH2:28])[CH:25]=[N:24]2)[CH2:19][CH2:18]1, predict the reaction product. The product is: [Br:1][C:2]1[CH:3]=[C:4]2[C:9](=[CH:10][CH:11]=1)[N:8]=[CH:7][C:6]([C:12](=[O:14])[CH3:13])=[C:5]2[NH:28][C:26]1[CH:25]=[N:24][N:23]([CH:20]2[CH2:21][CH2:22][N:17]([CH3:16])[CH2:18][CH2:19]2)[CH:27]=1. (4) Given the reactants Cl.[NH2:2][C:3]1[CH:4]=[C:5]([CH:21]=[CH:22][CH:23]=1)[CH2:6][NH:7][C:8]1[C:17]2[C:12](=[C:13]([C:18]([NH2:20])=[O:19])[CH:14]=[CH:15][CH:16]=2)[N:11]=[CH:10][N:9]=1.Cl[C:25]1[CH:30]=[C:29]([C:31]([F:34])([F:33])[F:32])[CH:28]=[CH:27][N:26]=1, predict the reaction product. The product is: [F:32][C:31]([F:34])([F:33])[C:29]1[CH:28]=[CH:27][N:26]=[C:25]([NH:2][C:3]2[CH:4]=[C:5]([CH:21]=[CH:22][CH:23]=2)[CH2:6][NH:7][C:8]2[C:17]3[C:12](=[C:13]([C:18]([NH2:20])=[O:19])[CH:14]=[CH:15][CH:16]=3)[N:11]=[CH:10][N:9]=2)[CH:30]=1. (5) Given the reactants Br[C:2]1[C:7]([CH3:8])=[CH:6][C:5]([O:9][CH2:10][CH2:11][C@H:12]([CH:14]2[CH2:19][CH2:18][N:17]([C:20]3[O:24][N:23]=[C:22]([CH:25]([CH3:27])[CH3:26])[N:21]=3)[CH2:16][CH2:15]2)[CH3:13])=[CH:4][N:3]=1.[C:28]([O:32][C:33](=[O:47])[NH:34][C@@H:35]1[C@@H:39]([N:40]2[CH2:45][CH2:44][CH2:43][CH2:42][C:41]2=[O:46])[CH2:38][NH:37][CH2:36]1)([CH3:31])([CH3:30])[CH3:29].CC(C)([O-])C.[Na+].C(N1CCN2CCN(CC(C)C)P1N(CC(C)C)CC2)C(C)C, predict the reaction product. The product is: [C:28]([O:32][C:33](=[O:47])[NH:34][C@@H:35]1[C@@H:39]([N:40]2[CH2:45][CH2:44][CH2:43][CH2:42][C:41]2=[O:46])[CH2:38][N:37]([C:2]2[C:7]([CH3:8])=[CH:6][C:5]([O:9][CH2:10][CH2:11][C@H:12]([CH:14]3[CH2:19][CH2:18][N:17]([C:20]4[O:24][N:23]=[C:22]([CH:25]([CH3:27])[CH3:26])[N:21]=4)[CH2:16][CH2:15]3)[CH3:13])=[CH:4][N:3]=2)[CH2:36]1)([CH3:31])([CH3:29])[CH3:30].